Dataset: Full USPTO retrosynthesis dataset with 1.9M reactions from patents (1976-2016). Task: Predict the reactants needed to synthesize the given product. (1) The reactants are: Cl[C:2]1[N:7]=[C:6]([Cl:8])[N:5]=[C:4]2[N:9]([CH3:12])[N:10]=[CH:11][C:3]=12.C([Sn](CCCC)(CCCC)[C:18]([O:20][CH2:21][CH3:22])=[CH2:19])CCC. Given the product [Cl:8][C:6]1[N:5]=[C:4]2[N:9]([CH3:12])[N:10]=[CH:11][C:3]2=[C:2]([C:18]([O:20][CH2:21][CH3:22])=[CH2:19])[N:7]=1, predict the reactants needed to synthesize it. (2) Given the product [N:1]([CH2:4][CH2:5][P:6](=[O:7])([OH:13])[OH:10])=[N+:2]=[N-:3], predict the reactants needed to synthesize it. The reactants are: [N:1]([CH2:4][CH2:5][P:6](=[O:13])([O:10]CC)[O:7]CC)=[N+:2]=[N-:3].C[Si](C)(C)Br. (3) Given the product [CH3:1][O:2][C:3]1[CH:4]=[CH:5][C:6]([N+:12]([O-:14])=[O:13])=[C:7]([CH:11]=1)[C:8]#[N:10], predict the reactants needed to synthesize it. The reactants are: [CH3:1][O:2][C:3]1[CH:4]=[CH:5][C:6]([N+:12]([O-:14])=[O:13])=[C:7]([CH:11]=1)[C:8]([NH2:10])=O.FC(F)(F)C(OC(=O)C(F)(F)F)=O.C(N(CC)CC)C. (4) Given the product [NH2:25][C:26]1[C:27]([C:36]([N:42]2[CH2:43][CH2:44][N:39]([C:49]([O:51][C:52]([CH3:53])([CH3:54])[CH3:55])=[O:50])[CH2:40][C@H:41]2[C:45]([O:47][CH3:48])=[O:46])=[O:38])=[CH:28][C:29]2[C:34]([CH:35]=1)=[CH:33][CH:32]=[CH:31][CH:30]=2, predict the reactants needed to synthesize it. The reactants are: CN(C(ON1N=NC2C=CC=NC1=2)=[N+](C)C)C.F[P-](F)(F)(F)(F)F.[NH2:25][C:26]1[C:27]([C:36]([OH:38])=O)=[CH:28][C:29]2[C:34]([CH:35]=1)=[CH:33][CH:32]=[CH:31][CH:30]=2.[N:39]1([C:49]([O:51][C:52]([CH3:55])([CH3:54])[CH3:53])=[O:50])[CH2:44][CH2:43][NH:42][C@H:41]([C:45]([O:47][CH3:48])=[O:46])[CH2:40]1.C(N(C(C)C)CC)(C)C. (5) Given the product [Cl:8][C:9]1[CH:14]=[CH:13][C:12](/[CH:15]=[CH:16]/[C:17]([N:19]2[CH2:20][CH2:21][CH:22]([CH2:25][CH2:26][NH:27][CH3:28])[CH2:23][CH2:24]2)=[O:18])=[C:11]([CH2:36][N:37]2[N:41]=[N:40][C:39]([CH3:42])=[N:38]2)[CH:10]=1, predict the reactants needed to synthesize it. The reactants are: Cl.O1CCOCC1.[Cl:8][C:9]1[CH:14]=[CH:13][C:12](/[CH:15]=[CH:16]/[C:17]([N:19]2[CH2:24][CH2:23][CH:22]([CH2:25][CH2:26][N:27](C)[C:28](=O)OC(C)(C)C)[CH2:21][CH2:20]2)=[O:18])=[C:11]([CH2:36][N:37]2[N:41]=[N:40][C:39]([CH3:42])=[N:38]2)[CH:10]=1. (6) The reactants are: N#N.C[O:4][C:5]1[CH:10]=[C:9]([O:11]C)[CH:8]=[C:7]([O:13]C)[C:6]=1[CH2:15][C:16]([NH:18][C:19]1[CH:20]=[C:21]([CH:25]=[CH:26][CH:27]=1)[C:22]([OH:24])=[O:23])=[O:17].B(Br)(Br)Br. Given the product [OH:4][C:5]1[CH:10]=[C:9]([OH:11])[CH:8]=[C:7]([OH:13])[C:6]=1[CH2:15][C:16]([NH:18][C:19]1[CH:20]=[C:21]([CH:25]=[CH:26][CH:27]=1)[C:22]([OH:24])=[O:23])=[O:17], predict the reactants needed to synthesize it.